The task is: Predict which catalyst facilitates the given reaction.. This data is from Catalyst prediction with 721,799 reactions and 888 catalyst types from USPTO. Reactant: Cl.[NH:2]([C:4]1[CH:12]=[CH:11][C:10]([N+:13]([O-:15])=[O:14])=[CH:9][C:5]=1[C:6]([OH:8])=[O:7])[NH2:3].[CH2:16]([O:18][C:19](=[O:26])[C:20](=O)[CH2:21][C:22](=O)[CH3:23])[CH3:17]. Product: [CH2:16]([O:18][C:19]([C:20]1[CH:21]=[C:22]([CH3:23])[N:2]([C:4]2[CH:12]=[CH:11][C:10]([N+:13]([O-:15])=[O:14])=[CH:9][C:5]=2[C:6]([OH:8])=[O:7])[N:3]=1)=[O:26])[CH3:17]. The catalyst class is: 52.